This data is from Forward reaction prediction with 1.9M reactions from USPTO patents (1976-2016). The task is: Predict the product of the given reaction. (1) The product is: [C:17]1([NH:1][C:2]2[C:7]3[C:8](=[O:16])[C:9]4[S:15][CH:14]=[CH:13][C:10]=4[CH2:11][S:12][C:6]=3[CH:5]=[CH:4][CH:3]=2)[CH:22]=[CH:21][CH:20]=[CH:19][CH:18]=1. Given the reactants [NH2:1][C:2]1[C:7]2[C:8](=[O:16])[C:9]3[S:15][CH:14]=[CH:13][C:10]=3[CH2:11][S:12][C:6]=2[CH:5]=[CH:4][CH:3]=1.[C:17]1(OB(O)O)[CH:22]=[CH:21][CH:20]=[CH:19][CH:18]=1.C(N(CC)CC)C, predict the reaction product. (2) Given the reactants C(N(C(C)C)CC)(C)C.Cl.[NH2:11][CH2:12][C:13]1([OH:19])[CH2:18][CH2:17][CH2:16][CH2:15][CH2:14]1.[O:20]=[C:21]1[C:25]([C:26]2[CH:31]=[CH:30][C:29]([C:32]([F:35])([F:34])[F:33])=[CH:28][CH:27]=2)=[N:24][C:23]2([CH2:39][CH2:38][CH2:37][CH2:36]2)[N:22]1[CH2:40][C:41](O)=[O:42].CN(C(ON1N=NC2C=CC=NC1=2)=[N+](C)C)C.F[P-](F)(F)(F)(F)F.CN(C=O)C, predict the reaction product. The product is: [OH:19][C:13]1([CH2:12][NH:11][C:41](=[O:42])[CH2:40][N:22]2[C:23]3([CH2:36][CH2:37][CH2:38][CH2:39]3)[N:24]=[C:25]([C:26]3[CH:31]=[CH:30][C:29]([C:32]([F:33])([F:34])[F:35])=[CH:28][CH:27]=3)[C:21]2=[O:20])[CH2:18][CH2:17][CH2:16][CH2:15][CH2:14]1. (3) Given the reactants N[C@H:2]1[CH2:7][CH2:6][CH2:5][N:4]([C:8](OC(C)(C)C)=O)[CH2:3]1.[C:15]([BH3-])#[N:16].[Na+].[CH3:19]C(O)=O.C=O.Cl.FC1[CH:32]=[CH:31][C:30]([C:33]([F:36])([F:35])[F:34])=[CH:29][C:28]=1[N+:37]([O-:39])=[O:38].C(=O)(O)[O-].[Na+], predict the reaction product. The product is: [CH3:19][N:16]([CH3:15])[C@H:6]1[CH2:7][CH2:2][CH2:3][N:4]([C:8]2[CH:32]=[CH:31][C:30]([C:33]([F:36])([F:35])[F:34])=[CH:29][C:28]=2[N+:37]([O-:39])=[O:38])[CH2:5]1. (4) Given the reactants [B:10]1([B:10]2[O:14][C:13]([CH3:16])([CH3:15])[C:12]([CH3:18])([CH3:17])[O:11]2)[O:14][C:13]([CH3:16])([CH3:15])[C:12]([CH3:18])([CH3:17])[O:11]1.C([O-])(=O)C.[K+].Br[C:25]1[CH:26]=[C:27]([NH:34][C:35]2[N:40]=[C:39]([C:41]([F:44])([F:43])[F:42])[CH:38]=[CH:37][N:36]=2)[CH:28]=[C:29]([CH:31]([F:33])[F:32])[CH:30]=1, predict the reaction product. The product is: [F:33][CH:31]([F:32])[C:29]1[CH:28]=[C:27]([NH:34][C:35]2[N:40]=[C:39]([C:41]([F:44])([F:43])[F:42])[CH:38]=[CH:37][N:36]=2)[CH:26]=[C:25]([B:10]2[O:11][C:12]([CH3:17])([CH3:18])[C:13]([CH3:15])([CH3:16])[O:14]2)[CH:30]=1.